From a dataset of NCI-60 drug combinations with 297,098 pairs across 59 cell lines. Regression. Given two drug SMILES strings and cell line genomic features, predict the synergy score measuring deviation from expected non-interaction effect. (1) Cell line: BT-549. Drug 1: C1C(C(OC1N2C=NC3=C(N=C(N=C32)Cl)N)CO)O. Drug 2: CC1=C(C=C(C=C1)C(=O)NC2=CC(=CC(=C2)C(F)(F)F)N3C=C(N=C3)C)NC4=NC=CC(=N4)C5=CN=CC=C5. Synergy scores: CSS=23.4, Synergy_ZIP=1.44, Synergy_Bliss=0.147, Synergy_Loewe=-21.2, Synergy_HSA=-2.61. (2) Drug 1: CC1=C2C(C(=O)C3(C(CC4C(C3C(C(C2(C)C)(CC1OC(=O)C(C(C5=CC=CC=C5)NC(=O)C6=CC=CC=C6)O)O)OC(=O)C7=CC=CC=C7)(CO4)OC(=O)C)O)C)OC(=O)C. Drug 2: C1=NNC2=C1C(=O)NC=N2. Cell line: CCRF-CEM. Synergy scores: CSS=68.6, Synergy_ZIP=-3.59, Synergy_Bliss=-3.27, Synergy_Loewe=-3.15, Synergy_HSA=-1.27.